Task: Predict the product of the given reaction.. Dataset: Forward reaction prediction with 1.9M reactions from USPTO patents (1976-2016) (1) The product is: [CH:31]1([CH2:30][O:29][C:22]2[CH:23]=[CH:24][C:25]([O:27][CH3:28])=[CH:26][C:21]=2[C:20]2[CH:19]=[CH:18][N:17]=[C:16]3[C:12]([C:10]([NH:9][C@H:6]4[CH2:7][CH2:8][C@H:3]([NH:2][C:35](=[O:38])[CH2:36][CH3:37])[CH2:4][CH2:5]4)=[O:11])=[C:13]([CH3:34])[NH:14][C:15]=23)[CH2:32][CH2:33]1. Given the reactants Cl.[NH2:2][C@H:3]1[CH2:8][CH2:7][C@H:6]([NH:9][C:10]([C:12]2[C:16]3=[N:17][CH:18]=[CH:19][C:20]([C:21]4[CH:26]=[C:25]([O:27][CH3:28])[CH:24]=[CH:23][C:22]=4[O:29][CH2:30][CH:31]4[CH2:33][CH2:32]4)=[C:15]3[NH:14][C:13]=2[CH3:34])=[O:11])[CH2:5][CH2:4]1.[C:35](Cl)(=[O:38])[CH2:36][CH3:37], predict the reaction product. (2) The product is: [Br:1][C:2]1[CH:11]=[C:10]2[C:5]([C:6]3[N:14]4[C@@H:15]([CH3:25])[CH2:16][O:17][CH2:26][C:13]4=[N:12][C:7]=3[CH:8]=[N:9]2)=[CH:4][CH:3]=1. Given the reactants [Br:1][C:2]1[CH:3]=[CH:4][C:5]2[C:6]3[N:14]([C@@H:15]([CH3:25])[CH2:16][O:17][Si](C(C)(C)C)(C)C)[C:13]([CH2:26]Cl)=[N:12][C:7]=3[CH:8]=[N:9][C:10]=2[CH:11]=1.[F-].C([N+](CCCC)(CCCC)CCCC)CCC.C1COCC1.C([O-])([O-])=O.[K+].[K+], predict the reaction product. (3) Given the reactants CC(OC([NH:8][CH2:9][CH2:10][CH2:11][CH2:12][C@H:13]([NH2:17])[C:14]([OH:16])=[O:15])=O)(C)C.C(O)(C(F)(F)F)=O, predict the reaction product. The product is: [NH2:17][C@H:13]([C:14]([OH:16])=[O:15])[CH2:12][CH2:11][CH2:10][CH2:9][NH2:8]. (4) The product is: [CH2:20]([O:1][C:2]1[CH:3]=[C:4]([CH2:8][NH:9][C:10](=[O:18])[C:11]2[CH:16]=[CH:15][CH:14]=[N:13][C:12]=2[NH2:17])[CH:5]=[CH:6][CH:7]=1)[CH2:21][CH3:22]. Given the reactants [OH:1][C:2]1[CH:3]=[C:4]([CH2:8][NH:9][C:10](=[O:18])[C:11]2[CH:16]=[CH:15][CH:14]=[N:13][C:12]=2[NH2:17])[CH:5]=[CH:6][CH:7]=1.Br[CH2:20][CH2:21][CH3:22].C(=O)([O-])[O-].[Cs+].[Cs+].CN(C=O)C, predict the reaction product. (5) Given the reactants [CH3:1][O:2][C:3](=[O:58])[NH:4][CH:5]([C:9]([N:11]1[CH2:15][CH2:14][CH2:13][CH:12]1[C:16]1[NH:17][C:18]([C:21]2[CH:30]=[CH:29][C:28]3[C:23](=[CH:24][CH:25]=[C:26]([C:31]4[CH:36]=[CH:35][C:34]([C:37]5[NH:38][C:39]([CH:42]6[CH2:46][CH2:45][CH2:44][N:43]6[C:47](=[O:57])[CH:48]([NH:52][C:53]([O:55][CH3:56])=[O:54])[CH:49]([CH3:51])[CH3:50])=[N:40][CH:41]=5)=[CH:33][CH:32]=4)[CH:27]=3)[CH:22]=2)=[CH:19][N:20]=1)=[O:10])[CH:6]([CH3:8])[CH3:7].CO[C:61](=O)[NH:62]C(C(N1CCCC1C1NC(C2C=CC(Br)=CC=2)=CN=1)=O)C(C)C.COC(=O)N[CH:91](C(N1C(C2NC(C3C=CC4C(=CC=C(B5OC(C)(C)C(C)(C)O5)C=4)C=3)=CN=2)CC2(CC2)C1)=O)[CH:92](C)C.COC(=O)NC(C(N1CCCC1C1NC(C2C=CC3C(=CC=C(B4OC(C)(C)C(C)(C)O4)C=3)C=2)=CN=1)=O)C(C)C, predict the reaction product. The product is: [CH3:56][O:55][C:53](=[O:54])[NH:52][CH:48]([C:47]([N:43]1[CH2:44][CH:45]([C:61]#[N:62])[CH2:46][CH:42]1[C:39]1[NH:38][C:37]([C:34]2[CH:33]=[CH:32][C:31]([C:26]3[CH:25]=[CH:24][C:23]4[C:28](=[CH:29][CH:30]=[C:21]([C:18]5[NH:17][C:16]([CH:12]6[CH2:13][C:14]7([CH2:92][CH2:91]7)[CH2:15][N:11]6[C:9](=[O:10])[CH:5]([NH:4][C:3]([O:2][CH3:1])=[O:58])[CH:6]([CH3:8])[CH3:7])=[N:20][CH:19]=5)[CH:22]=4)[CH:27]=3)=[CH:36][CH:35]=2)=[CH:41][N:40]=1)=[O:57])[CH:49]([CH3:51])[CH3:50]. (6) The product is: [C:2]([O:6][C:7](=[O:10])[CH2:8][NH:9][C:17](=[O:20])[CH2:18][CH3:19])([CH3:5])([CH3:4])[CH3:3]. Given the reactants Cl.[C:2]([O:6][C:7](=[O:10])[CH2:8][NH2:9])([CH3:5])([CH3:4])[CH3:3].C(=O)([O-])[O-].[K+].[K+].[C:17](Cl)(=[O:20])[CH2:18][CH3:19], predict the reaction product. (7) Given the reactants [CH3:1][O:2][C:3](=[O:29])[CH2:4][CH2:5][C:6]#[C:7][C:8]1[CH:13]=[CH:12][C:11]([CH2:14][CH2:15][CH2:16][CH2:17][N:18]2[C:26](=[O:27])[C:25]3[C:20](=[CH:21][CH:22]=[CH:23][CH:24]=3)[C:19]2=[O:28])=[CH:10][N:9]=1.C(N(CC)CC)C.[H][H], predict the reaction product. The product is: [CH3:1][O:2][C:3](=[O:29])[CH2:4][CH2:5][CH2:6][CH2:7][C:8]1[CH:13]=[CH:12][C:11]([CH2:14][CH2:15][CH2:16][CH2:17][N:18]2[C:26](=[O:27])[C:25]3[C:20](=[CH:21][CH:22]=[CH:23][CH:24]=3)[C:19]2=[O:28])=[CH:10][N:9]=1. (8) Given the reactants [CH2:1]([C:3]1[N:4]=[C:5]2[C:10]([C:11]#[N:12])=[CH:9][CH:8]=[CH:7][N:6]2[CH:13]=1)[CH3:2].Br[C:15]1[CH:31]=[CH:30][C:18]([O:19][C:20]2[CH:25]=[CH:24][CH:23]=[C:22]([S:26]([CH3:29])(=[O:28])=[O:27])[CH:21]=2)=[CH:17][CH:16]=1, predict the reaction product. The product is: [CH2:1]([C:3]1[N:4]=[C:5]2[C:10]([C:11]#[N:12])=[CH:9][CH:8]=[CH:7][N:6]2[C:13]=1[C:15]1[CH:16]=[CH:17][C:18]([O:19][C:20]2[CH:25]=[CH:24][CH:23]=[C:22]([S:26]([CH3:29])(=[O:28])=[O:27])[CH:21]=2)=[CH:30][CH:31]=1)[CH3:2]. (9) Given the reactants Cl[CH2:2][C:3]1([C:14]([O:16][CH2:17][CH3:18])=[O:15])[CH2:6][N:5]([C:7]([O:9][C:10]([CH3:13])([CH3:12])[CH3:11])=[O:8])[CH2:4]1.[I-:19].[Na+].S([O-])([O-])(=O)=S.[Na+].[Na+], predict the reaction product. The product is: [I:19][CH2:2][C:3]1([C:14]([O:16][CH2:17][CH3:18])=[O:15])[CH2:6][N:5]([C:7]([O:9][C:10]([CH3:13])([CH3:12])[CH3:11])=[O:8])[CH2:4]1.